Dataset: Reaction yield outcomes from USPTO patents with 853,638 reactions. Task: Predict the reaction yield, written as a fraction of the theoretical maximum amount of product (1.0 means a 100% yield; for example, 0.34 means a 34% yield). (1) The reactants are [CH:1]1([NH2:6])[CH2:5][CH2:4][CH2:3][CH2:2]1.[CH3:7][C:8]1[O:12][N:11]=[C:10]([C:13]2[CH:18]=[CH:17][CH:16]=[CH:15][CH:14]=2)[C:9]=1[C:19]1[N:20]=[CH:21][N:22]([C:24]2[CH:25]=[C:26]([CH:30]=[CH:31][CH:32]=2)[C:27](O)=[O:28])[CH:23]=1. No catalyst specified. The product is [CH:1]1([NH:6][C:27](=[O:28])[C:26]2[CH:30]=[CH:31][CH:32]=[C:24]([N:22]3[CH:23]=[C:19]([C:9]4[C:10]([C:13]5[CH:18]=[CH:17][CH:16]=[CH:15][CH:14]=5)=[N:11][O:12][C:8]=4[CH3:7])[N:20]=[CH:21]3)[CH:25]=2)[CH2:5][CH2:4][CH2:3][CH2:2]1. The yield is 0.410. (2) The reactants are [Cl:1][C:2]1[CH:7]=[CH:6][C:5]([C:8]2[CH:16]=[CH:15][CH:14]=[C:13]3[C:9]=2[CH2:10][C:11](=[O:17])[NH:12]3)=[CH:4][CH:3]=1.[CH3:18][C:19]1[C:23]([C:24]([N:26]2[CH2:31][CH2:30][N:29]([CH3:32])[CH2:28][CH2:27]2)=[O:25])=[C:22]([CH3:33])[NH:21][C:20]=1[CH:34]=O. The catalyst is C(O)C.N1CCCCC1. The product is [Cl:1][C:2]1[CH:3]=[CH:4][C:5]([C:8]2[CH:16]=[CH:15][CH:14]=[C:13]3[C:9]=2[C:10](=[CH:34][C:20]2[NH:21][C:22]([CH3:33])=[C:23]([C:24]([N:26]4[CH2:27][CH2:28][N:29]([CH3:32])[CH2:30][CH2:31]4)=[O:25])[C:19]=2[CH3:18])[C:11](=[O:17])[NH:12]3)=[CH:6][CH:7]=1. The yield is 0.450. (3) The product is [NH2:8][C@H:9]1[C@@H:14]([CH2:15][OH:16])[CH2:13][CH2:12][N:11]([C:17]([O:19][C:20]([CH3:23])([CH3:22])[CH3:21])=[O:18])[CH2:10]1. The reactants are C([NH:8][C@H:9]1[C@@H:14]([CH2:15][OH:16])[CH2:13][CH2:12][N:11]([C:17]([O:19][C:20]([CH3:23])([CH3:22])[CH3:21])=[O:18])[CH2:10]1)C1C=CC=CC=1. The yield is 0.890. The catalyst is C(O)C.[Pd]. (4) The reactants are [CH3:1][C:2]1([CH3:16])[CH2:7][C:6](=[O:8])[CH2:5][CH2:4][N:3]1[C:9]([O:11][C:12]([CH3:15])([CH3:14])[CH3:13])=[O:10].[Na].C1C=CC(N[S:25]([C:28]([F:31])([F:30])[F:29])(=[O:27])=[O:26])=CC=1. The catalyst is C1COCC1. The product is [CH3:1][C:2]1([CH3:16])[CH2:7][C:6]([O:8][S:25]([C:28]([F:31])([F:30])[F:29])(=[O:27])=[O:26])=[CH:5][CH2:4][N:3]1[C:9]([O:11][C:12]([CH3:15])([CH3:14])[CH3:13])=[O:10]. The yield is 0.980. (5) The reactants are [C:1]([CH:5]([C:8]#[N:9])[C:6]#[N:7])([CH3:4])([CH3:3])[CH3:2].O.[NH2:11][NH2:12]. The catalyst is C(O)CCC. The product is [C:1]([C:5]1[C:8]([NH2:9])=[N:11][NH:12][C:6]=1[NH2:7])([CH3:4])([CH3:3])[CH3:2]. The yield is 1.00. (6) The reactants are [CH3:1][C:2]([CH3:21])([CH3:20])[C:3]([N:5]1[CH2:10][CH2:9][C:8]([CH2:17][CH:18]=O)([C:11]2[CH:16]=[CH:15][CH:14]=[CH:13][CH:12]=2)[O:7][CH2:6]1)=[O:4].Cl.Cl.[C@@H:24]12[NH:31][C@@H:28]([CH2:29][CH2:30]1)[CH2:27][CH:26]([N:32]1[C:36]3[CH:37]=[CH:38][CH:39]=[CH:40][C:35]=3[N:34]=[C:33]1[CH3:41])[CH2:25]2.C(N(C(C)C)CC)(C)C.C(O[BH-](OC(=O)C)OC(=O)C)(=O)C.[Na+]. The catalyst is C(Cl)Cl. The product is [CH3:21][C:2]([CH3:1])([CH3:20])[C:3]([N:5]1[CH2:10][CH2:9][C:8]([CH2:17][CH2:18][N:31]2[C@H:28]3[CH2:29][CH2:30][C@@H:24]2[CH2:25][CH:26]([N:32]2[C:36]4[CH:37]=[CH:38][CH:39]=[CH:40][C:35]=4[N:34]=[C:33]2[CH3:41])[CH2:27]3)([C:11]2[CH:12]=[CH:13][CH:14]=[CH:15][CH:16]=2)[O:7][CH2:6]1)=[O:4]. The yield is 0.560. (7) The reactants are [F:1][C:2]([F:7])([F:6])[C:3]([OH:5])=[O:4].CN([CH2:11][C:12]1[CH:13]=[C:14]([C:20]2[CH:21]=[C:22]3[C:26](=C(C(N)=O)[CH:28]=2)[NH:25][CH:24]=[C:23]3[CH:32]2[CH2:37][CH2:36][N:35]([S:38]([CH2:41][CH3:42])(=[O:40])=[O:39])[CH2:34][CH2:33]2)[CH:15]=[CH:16][C:17]=1[O:18][CH3:19])C.[CH3:43][CH:44]([NH2:46])[CH3:45].C[NH:48]C. No catalyst specified. The product is [F:1][C:2]([F:7])([F:6])[C:3]([OH:5])=[O:4].[CH2:41]([S:38]([N:35]1[CH2:34][CH2:33][CH:32]([C:23]2[C:22]3[C:26](=[C:2]([C:3]([NH2:48])=[O:5])[CH:28]=[C:20]([C:14]4[CH:15]=[CH:16][C:17]([O:18][CH3:19])=[C:12]([CH2:11][NH:46][CH:44]([CH3:45])[CH3:43])[CH:13]=4)[CH:21]=3)[NH:25][CH:24]=2)[CH2:37][CH2:36]1)(=[O:40])=[O:39])[CH3:42]. The yield is 0.240. (8) The reactants are Br[CH2:2][CH2:3][CH2:4][CH2:5][CH2:6][C:7]([O:9][CH2:10][CH3:11])=[O:8].[NH2:12][C:13]1[CH:25]=[CH:24][C:16]([C:17]([O:19][C:20]([CH3:23])([CH3:22])[CH3:21])=[O:18])=[CH:15][CH:14]=1.C(N(CC)C(C)C)(C)C.[I-].[K+].C(=O)([O-])O.[Na+]. The product is [CH2:10]([O:9][C:7](=[O:8])[CH2:6][CH2:5][CH2:4][CH2:3][CH2:2][NH:12][C:13]1[CH:25]=[CH:24][C:16]([C:17]([O:19][C:20]([CH3:21])([CH3:22])[CH3:23])=[O:18])=[CH:15][CH:14]=1)[CH3:11]. The yield is 0.500. The catalyst is CN(C)C=O.